From a dataset of Full USPTO retrosynthesis dataset with 1.9M reactions from patents (1976-2016). Predict the reactants needed to synthesize the given product. Given the product [C:1]([CH:3]([C:14]1[N:15]=[N:16][CH:17]=[C:18]([CH3:20])[CH:19]=1)[C:4]([O:6][C:7]([CH3:10])([CH3:9])[CH3:8])=[O:5])#[N:2], predict the reactants needed to synthesize it. The reactants are: [C:1]([CH2:3][C:4]([O:6][C:7]([CH3:10])([CH3:9])[CH3:8])=[O:5])#[N:2].[H-].[Na+].Cl[C:14]1[N:15]=[N:16][CH:17]=[C:18]([CH3:20])[CH:19]=1.